The task is: Predict the product of the given reaction.. This data is from Forward reaction prediction with 1.9M reactions from USPTO patents (1976-2016). (1) Given the reactants [F:1][C:2]([F:28])([F:27])[C:3]1[CH:4]=[C:5]([CH:20]=[C:21]([C:23]([F:26])([F:25])[F:24])[CH:22]=1)[CH2:6][N:7]1[CH2:11][CH2:10][C:9]([CH2:15][CH2:16][CH2:17][OH:18])([CH:12]([CH3:14])[CH3:13])[C:8]1=[O:19].C[N+]1([O-])CCOCC1, predict the reaction product. The product is: [F:28][C:2]([F:1])([F:27])[C:3]1[CH:4]=[C:5]([CH:20]=[C:21]([C:23]([F:24])([F:25])[F:26])[CH:22]=1)[CH2:6][N:7]1[CH2:11][CH2:10][C:9]([CH2:15][CH2:16][CH:17]=[O:18])([CH:12]([CH3:13])[CH3:14])[C:8]1=[O:19]. (2) Given the reactants [Cl:1][C:2]1[CH:7]=[CH:6][C:5]([NH2:8])=[CH:4][CH:3]=1.[N+:9]([C:12]1[CH:19]=[CH:18][CH:17]=[CH:16][C:13]=1[CH:14]=O)([O-:11])=[O:10].[CH3:20][C:21]([CH3:23])=[CH2:22], predict the reaction product. The product is: [Cl:1][C:2]1[CH:7]=[C:6]2[C:5](=[CH:4][CH:3]=1)[NH:8][CH:14]([C:13]1[CH:16]=[CH:17][CH:18]=[CH:19][C:12]=1[N+:9]([O-:11])=[O:10])[CH2:20][C:21]2([CH3:23])[CH3:22]. (3) Given the reactants C[O:2][CH:3]=[CH:4][C:5]1[C:6]([N:11]2[CH2:16][CH2:15][CH2:14][CH2:13][C:12]2=[O:17])=[N:7][CH:8]=[CH:9][CH:10]=1, predict the reaction product. The product is: [O:17]=[C:12]1[CH2:13][CH2:14][CH2:15][CH2:16][N:11]1[C:6]1[C:5]([CH2:4][CH:3]=[O:2])=[CH:10][CH:9]=[CH:8][N:7]=1.